This data is from Reaction yield outcomes from USPTO patents with 853,638 reactions. The task is: Predict the reaction yield, written as a fraction of the theoretical maximum amount of product (1.0 means a 100% yield; for example, 0.34 means a 34% yield). The reactants are [CH3:1][N:2]1[C:10]2[C:5](=[CH:6][CH:7]=[CH:8][CH:9]=2)[C:4]([C:11]([O:13]C)=O)=[CH:3]1.[CH3:15][NH2:16]. No catalyst specified. The product is [CH3:15][NH:16][C:11]([C:4]1[C:5]2[C:10](=[CH:9][CH:8]=[CH:7][CH:6]=2)[N:2]([CH3:1])[CH:3]=1)=[O:13]. The yield is 0.560.